Regression. Given a peptide amino acid sequence and an MHC pseudo amino acid sequence, predict their binding affinity value. This is MHC class II binding data. From a dataset of Peptide-MHC class II binding affinity with 134,281 pairs from IEDB. (1) The peptide sequence is ANPGLIIGALAG. The MHC is DRB3_0101 with pseudo-sequence DRB3_0101. The binding affinity (normalized) is 0. (2) The peptide sequence is KIIGGIGGFIKVRQYDQILI. The MHC is HLA-DQA10301-DQB10302 with pseudo-sequence HLA-DQA10301-DQB10302. The binding affinity (normalized) is 0.200. (3) The peptide sequence is PYGATISATPEWATP. The MHC is DRB3_0202 with pseudo-sequence DRB3_0202. The binding affinity (normalized) is 0. (4) The peptide sequence is GELQIVDKIDADFKI. The MHC is DRB1_0401 with pseudo-sequence DRB1_0401. The binding affinity (normalized) is 0.281. (5) The peptide sequence is EELRSLYNTVATLYCVH. The MHC is HLA-DPA10201-DPB11401 with pseudo-sequence HLA-DPA10201-DPB11401. The binding affinity (normalized) is 0.272. (6) The peptide sequence is RVAYGKCDSAGRSRR. The MHC is DRB5_0101 with pseudo-sequence DRB5_0101. The binding affinity (normalized) is 0.787. (7) The peptide sequence is SQDLELSWNLNNLQAY. The MHC is HLA-DQA10301-DQB10302 with pseudo-sequence HLA-DQA10301-DQB10302. The binding affinity (normalized) is 0.361.